Task: Predict the reactants needed to synthesize the given product.. Dataset: Full USPTO retrosynthesis dataset with 1.9M reactions from patents (1976-2016) (1) The reactants are: [ClH:1].[CH:2]1([NH:8][C:9]2[CH:18]=[C:17]3[C:12]([C:13](=[O:26])[C:14]([C:24]#[N:25])=[CH:15][N:16]3[CH:19]3[CH2:23][CH2:22][NH:21][CH2:20]3)=[CH:11][C:10]=2[F:27])[CH2:7][CH2:6][CH2:5][CH2:4][CH2:3]1.Cl.[H][H]. Given the product [ClH:1].[NH2:25][CH2:24][C:14]1[C:13](=[O:26])[C:12]2[C:17](=[CH:18][C:9]([NH:8][CH:2]3[CH2:3][CH2:4][CH2:5][CH2:6][CH2:7]3)=[C:10]([F:27])[CH:11]=2)[N:16]([CH:19]2[CH2:23][CH2:22][NH:21][CH2:20]2)[CH:15]=1, predict the reactants needed to synthesize it. (2) Given the product [O:12]=[C:11]([C:10]1[CH:15]=[CH:16][CH:17]=[C:8]([C:7]([F:6])([F:18])[F:19])[CH:9]=1)[CH2:2][C:1]#[N:3], predict the reactants needed to synthesize it. The reactants are: [C:1](#[N:3])[CH3:2].[H-].[Na+].[F:6][C:7]([F:19])([F:18])[C:8]1[CH:9]=[C:10]([CH:15]=[CH:16][CH:17]=1)[C:11](OC)=[O:12].